Dataset: Merck oncology drug combination screen with 23,052 pairs across 39 cell lines. Task: Regression. Given two drug SMILES strings and cell line genomic features, predict the synergy score measuring deviation from expected non-interaction effect. Drug 1: Cn1nnc2c(C(N)=O)ncn2c1=O. Drug 2: C#Cc1cccc(Nc2ncnc3cc(OCCOC)c(OCCOC)cc23)c1. Cell line: HT144. Synergy scores: synergy=-5.29.